Regression. Given a peptide amino acid sequence and an MHC pseudo amino acid sequence, predict their binding affinity value. This is MHC class I binding data. From a dataset of Peptide-MHC class I binding affinity with 185,985 pairs from IEDB/IMGT. The peptide sequence is GTGPEASLPY. The MHC is HLA-A23:01 with pseudo-sequence HLA-A23:01. The binding affinity (normalized) is 0.